From a dataset of Full USPTO retrosynthesis dataset with 1.9M reactions from patents (1976-2016). Predict the reactants needed to synthesize the given product. (1) The reactants are: C[O:2][C:3]1[CH:8]=[CH:7][C:6]([C:9]2[CH:14]=[CH:13][C:12]([C:15]#[N:16])=[C:11]([CH3:17])[CH:10]=2)=[CH:5][CH:4]=1.B(Br)(Br)Br.O. Given the product [OH:2][C:3]1[CH:4]=[CH:5][C:6]([C:9]2[CH:14]=[CH:13][C:12]([C:15]#[N:16])=[C:11]([CH3:17])[CH:10]=2)=[CH:7][CH:8]=1, predict the reactants needed to synthesize it. (2) Given the product [CH2:3]([N:5]([CH2:8][CH2:9][O:10][NH2:11])[CH2:6][CH3:7])[CH3:4], predict the reactants needed to synthesize it. The reactants are: Cl.Cl.[CH2:3]([N:5]([CH2:8][CH2:9][O:10][N:11]1C(=O)C2=CC=CC=C2C1=O)[CH2:6][CH3:7])[CH3:4].O.NN. (3) Given the product [CH3:1][C:2]1[N:6]2[CH:7]=[C:8]([NH:11][C:33](=[O:34])[C:30]3[CH:29]=[CH:28][C:27]([C:24]4[CH:23]=[CH:22][C:21]([C:20]([F:37])([F:19])[F:36])=[CH:26][N:25]=4)=[CH:32][CH:31]=3)[CH:9]=[CH:10][C:5]2=[N:4][C:3]=1[CH:14]1[CH2:18][CH2:17][O:16][CH2:15]1, predict the reactants needed to synthesize it. The reactants are: [CH3:1][C:2]1[N:6]2[CH:7]=[C:8]([N+:11]([O-])=O)[CH:9]=[CH:10][C:5]2=[N:4][C:3]=1[CH:14]1[CH2:18][CH2:17][O:16][CH2:15]1.[F:19][C:20]([F:37])([F:36])[C:21]1[CH:22]=[CH:23][C:24]([C:27]2[CH:32]=[CH:31][C:30]([C:33](O)=[O:34])=[CH:29][CH:28]=2)=[N:25][CH:26]=1. (4) Given the product [Br:14][C:12]1[C:11]([CH3:15])=[C:7]([C:6]([OH:16])=[C:5]([C:1]([CH3:2])([CH3:3])[CH3:4])[CH:13]=1)[C:8]([NH:20][C:19]1[CH:21]=[C:22]([C:29]([F:30])([F:31])[F:32])[CH:23]=[C:24]([C:25]([F:26])([F:27])[F:28])[C:18]=1[Br:17])=[O:10], predict the reactants needed to synthesize it. The reactants are: [C:1]([C:5]1[CH:13]=[C:12]([Br:14])[C:11]([CH3:15])=[C:7]([C:8]([OH:10])=O)[C:6]=1[OH:16])([CH3:4])([CH3:3])[CH3:2].[Br:17][C:18]1[C:24]([C:25]([F:28])([F:27])[F:26])=[CH:23][C:22]([C:29]([F:32])([F:31])[F:30])=[CH:21][C:19]=1[NH2:20]. (5) Given the product [CH2:34]([O:41][C:42](=[O:43])[NH:44][C@@H:45]([CH2:46][OH:47])[C:48]([NH:60][CH2:59][CH2:58][NH:57][C:56]([O:55][C:51]([CH3:54])([CH3:53])[CH3:52])=[O:61])=[O:50])[C:35]1[CH:36]=[CH:37][CH:38]=[CH:39][CH:40]=1, predict the reactants needed to synthesize it. The reactants are: CN(C(ON1N=NC2C=CC=NC1=2)=[N+](C)C)C.F[P-](F)(F)(F)(F)F.C(N(CC)C(C)C)(C)C.[CH2:34]([O:41][C:42]([NH:44][C@H:45]([C:48]([OH:50])=O)[CH2:46][OH:47])=[O:43])[C:35]1[CH:40]=[CH:39][CH:38]=[CH:37][CH:36]=1.[C:51]([O:55][C:56](=[O:61])[NH:57][CH2:58][CH2:59][NH2:60])([CH3:54])([CH3:53])[CH3:52]. (6) Given the product [Na+:16].[NH2:13][C:5]1[C:6]([N+:10]([O-:12])=[O:11])=[CH:7][CH:8]=[CH:9][C:4]=1[C:3]([O-:14])=[O:2], predict the reactants needed to synthesize it. The reactants are: C[O:2][C:3](=[O:14])[C:4]1[CH:9]=[CH:8][CH:7]=[C:6]([N+:10]([O-:12])=[O:11])[C:5]=1[NH2:13].[OH-].[Na+:16].CCO.